From a dataset of Full USPTO retrosynthesis dataset with 1.9M reactions from patents (1976-2016). Predict the reactants needed to synthesize the given product. (1) The reactants are: [CH3:1][C@:2]12[C@@:19]3([CH3:20])[C@@H:10]([C@:11]4([CH3:32])[C@@H:16]([CH2:17][CH2:18]3)[C:15]([CH3:22])([CH3:21])[C:14]([C:23]3[CH:31]=[CH:30][C:26]([C:27]([OH:29])=[O:28])=[CH:25][CH:24]=3)=[CH:13][CH2:12]4)[CH2:9][CH2:8][C@@H:7]1[C@H:6]1[C@H:33]([C:36]([CH3:38])=[CH2:37])[CH2:34][CH2:35][C@:5]1([NH:39][CH2:40][CH2:41][NH:42]S(C)(=O)=O)[CH2:4][CH2:3]2.[CH3:47][CH:48]([S:50](Cl)(=[O:52])=[O:51])[CH3:49]. Given the product [CH3:1][C@:2]12[C@@:19]3([CH3:20])[C@@H:10]([C@:11]4([CH3:32])[C@@H:16]([CH2:17][CH2:18]3)[C:15]([CH3:21])([CH3:22])[C:14]([C:23]3[CH:31]=[CH:30][C:26]([C:27]([OH:29])=[O:28])=[CH:25][CH:24]=3)=[CH:13][CH2:12]4)[CH2:9][CH2:8][C@@H:7]1[C@H:6]1[C@H:33]([C:36]([CH3:38])=[CH2:37])[CH2:34][CH2:35][C@:5]1([NH:39][CH2:40][CH2:41][NH:42][S:50]([CH:48]([CH3:49])[CH3:47])(=[O:52])=[O:51])[CH2:4][CH2:3]2, predict the reactants needed to synthesize it. (2) Given the product [I:13][C:7]1[CH:6]=[C:5]([CH:3]2[CH2:2][N:1]([C:23](=[O:25])[CH3:24])[CH2:4]2)[N:9]([CH:10]([CH3:11])[CH3:12])[N:8]=1, predict the reactants needed to synthesize it. The reactants are: [NH:1]1[CH2:4][CH:3]([C:5]2[N:9]([CH:10]([CH3:12])[CH3:11])[N:8]=[C:7]([I:13])[CH:6]=2)[CH2:2]1.C(N(C(C)C)CC)(C)C.[C:23](Cl)(=[O:25])[CH3:24]. (3) Given the product [CH2:7]([N:6]1[C:2]([NH:1][C:17](=[O:18])[C:16]2[CH:20]=[CH:21][CH:22]=[CH:23][C:15]=2[F:14])=[C:3]([C:12]#[N:13])[C:4]([CH3:11])=[N:5]1)[CH2:8][CH2:9][CH3:10], predict the reactants needed to synthesize it. The reactants are: [NH2:1][C:2]1[N:6]([CH2:7][CH2:8][CH2:9][CH3:10])[N:5]=[C:4]([CH3:11])[C:3]=1[C:12]#[N:13].[F:14][C:15]1[CH:23]=[CH:22][CH:21]=[CH:20][C:16]=1[C:17](Cl)=[O:18]. (4) Given the product [Br:1][C:2]1[CH:3]=[C:4]([CH:7]=[CH:8][CH:9]=1)/[CH:5]=[N:16]/[S@@:14]([C:11]([CH3:13])([CH3:12])[CH3:10])=[O:15], predict the reactants needed to synthesize it. The reactants are: [Br:1][C:2]1[CH:3]=[C:4]([CH:7]=[CH:8][CH:9]=1)[CH:5]=O.[CH3:10][C:11]([S@:14]([NH2:16])=[O:15])([CH3:13])[CH3:12].CC1C=CC(S([O-])(=O)=O)=CC=1.C1C=C[NH+]=CC=1. (5) Given the product [Cl:1][C:2]1[CH:7]=[C:6]([Cl:8])[CH:5]=[CH:4][C:3]=1[C:18]1[CH:19]=[CH:20][C:15]([C:14]([OH:22])=[O:13])=[CH:16][CH:17]=1, predict the reactants needed to synthesize it. The reactants are: [Cl:1][C:2]1[CH:7]=[C:6]([Cl:8])[CH:5]=[CH:4][C:3]=1B(O)O.C[O:13][C:14](=[O:22])[C:15]1[CH:20]=[CH:19][C:18](I)=[CH:17][CH:16]=1.C([O-])([O-])=O.[K+].[K+]. (6) Given the product [C:9](=[O:14])([O:10][CH2:11][CH2:21][CH:15]1[CH2:20][CH2:19][CH2:18][CH2:17][CH2:16]1)[NH2:8], predict the reactants needed to synthesize it. The reactants are: C1(C[NH2:8])CCCCC1.[C:9](=[O:14])(OC)[O:10][CH3:11].[C:15]1([CH3:21])[CH:20]=[CH:19][CH:18]=[CH:17][CH:16]=1. (7) Given the product [C:15]([C:14]1[CH:17]=[CH:18][C:11]([C:8]2[N:6]3[N:7]=[C:2]([C:28]4[CH:36]=[CH:35][C:31]([C:32]([OH:34])=[O:33])=[CH:30][CH:29]=4)[CH:3]=[CH:4][C:5]3=[N:10][CH:9]=2)=[CH:12][CH:13]=1)#[N:16], predict the reactants needed to synthesize it. The reactants are: Cl[C:2]1[CH:3]=[CH:4][C:5]2[N:6]([C:8]([C:11]3[CH:18]=[CH:17][C:14]([C:15]#[N:16])=[CH:13][CH:12]=3)=[CH:9][N:10]=2)[N:7]=1.C([O-])([O-])=O.[Cs+].[Cs+].B([C:28]1[CH:36]=[CH:35][C:31]([C:32]([OH:34])=[O:33])=[CH:30][CH:29]=1)(O)O. (8) The reactants are: O.[OH-].[Li+].[CH3:4][C:5]([CH3:19])([CH3:18])[C:6]#[C:7][C:8]1[N:13]=[CH:12][C:11]([C:14]([O:16]C)=[O:15])=[CH:10][N:9]=1.Cl. Given the product [CH3:4][C:5]([CH3:19])([CH3:18])[C:6]#[C:7][C:8]1[N:13]=[CH:12][C:11]([C:14]([OH:16])=[O:15])=[CH:10][N:9]=1, predict the reactants needed to synthesize it. (9) Given the product [NH2:32][C:36]1[CH:41]=[CH:40][C:39]([C:42]2[S:43][CH:44]=[CH:45][CH:46]=2)=[CH:38][C:37]=1[NH:47][C:7](=[O:9])[C:6]1[CH:5]=[CH:4][C:3]([Si:2]([OH:1])([CH3:13])[CH3:12])=[CH:11][CH:10]=1, predict the reactants needed to synthesize it. The reactants are: [OH:1][Si:2]([CH3:13])([CH3:12])[C:3]1[CH:11]=[CH:10][C:6]([C:7]([OH:9])=O)=[CH:5][CH:4]=1.C(Cl)CCl.C1C=CC2N(O)N=NC=2C=1.CC([N:32]([C:36]1[CH:41]=[CH:40][C:39]([C:42]2[S:43][CH:44]=[CH:45][CH:46]=2)=[CH:38][C:37]=1[NH2:47])C(=O)[O-])(C)C.C(O)(C(F)(F)F)=O.C([O-])(O)=O.[Na+].